From a dataset of Peptide-MHC class I binding affinity with 185,985 pairs from IEDB/IMGT. Regression. Given a peptide amino acid sequence and an MHC pseudo amino acid sequence, predict their binding affinity value. This is MHC class I binding data. (1) The peptide sequence is RGGRAFVTI. The MHC is HLA-B40:02 with pseudo-sequence HLA-B40:02. The binding affinity (normalized) is 0. (2) The peptide sequence is MTFPVSLEY. The MHC is HLA-B07:02 with pseudo-sequence HLA-B07:02. The binding affinity (normalized) is 0.0847. (3) The binding affinity (normalized) is 0.943. The MHC is HLA-B15:17 with pseudo-sequence HLA-B15:17. The peptide sequence is LAYASYFSF. (4) The peptide sequence is QMKDCMREL. The MHC is HLA-A02:01 with pseudo-sequence HLA-A02:01. The binding affinity (normalized) is 0.243. (5) The peptide sequence is HTLSIHDGY. The MHC is HLA-A01:01 with pseudo-sequence HLA-A01:01. The binding affinity (normalized) is 0.324. (6) The peptide sequence is FEATGNLIA. The MHC is Mamu-A11 with pseudo-sequence Mamu-A11. The binding affinity (normalized) is 0.771.